This data is from Reaction yield outcomes from USPTO patents with 853,638 reactions. The task is: Predict the reaction yield, written as a fraction of the theoretical maximum amount of product (1.0 means a 100% yield; for example, 0.34 means a 34% yield). (1) The reactants are [NH2:1][C:2]1[N:6]([CH2:7][CH:8]([OH:15])[C:9]2[CH:14]=[CH:13][CH:12]=[CH:11][CH:10]=2)[N:5]=[CH:4][C:3]=1[C:16]([OH:18])=[O:17].[C:19]([N:27]=[C:28]=[S:29])(=[O:26])[C:20]1[CH:25]=[CH:24][CH:23]=[CH:22][CH:21]=1.O1CC[CH2:32][CH2:31]1. No catalyst specified. The product is [C:19]([NH:27][C:28]([NH:1][C:2]1[N:6]([CH2:7][CH:8]([OH:15])[C:9]2[CH:14]=[CH:13][CH:12]=[CH:11][CH:10]=2)[N:5]=[CH:4][C:3]=1[C:16]([O:18][CH2:31][CH3:32])=[O:17])=[S:29])(=[O:26])[C:20]1[CH:25]=[CH:24][CH:23]=[CH:22][CH:21]=1. The yield is 0.930. (2) The reactants are [CH3:1][O:2][C:3]1[CH:11]=[CH:10][C:9]2[N:8]3[CH2:12][CH2:13][NH:14][C:15](=[O:16])[C:7]3=[CH:6][C:5]=2[CH:4]=1.[H-].[Na+].[CH3:19]I. The yield is 0.250. The catalyst is CN(C=O)C. The product is [CH3:1][O:2][C:3]1[CH:11]=[CH:10][C:9]2[N:8]3[CH2:12][CH2:13][N:14]([CH3:19])[C:15](=[O:16])[C:7]3=[CH:6][C:5]=2[CH:4]=1. (3) The reactants are [NH2:1][C:2]1[CH:11]=[CH:10][CH:9]=[C:8]2[C:3]=1[CH:4]=[CH:5][N:6]=[CH:7]2.F[P-](F)(F)(F)(F)F.Cl[CH:20]1[N:24]([CH3:25])[CH2:23][CH2:22][NH+:21]1[CH3:26]. The catalyst is ClCCCl. The product is [CH3:26][N:21]1[CH2:22][CH2:23][N:24]([CH3:25])[C:20]1=[N:1][C:2]1[CH:11]=[CH:10][CH:9]=[C:8]2[C:3]=1[CH:4]=[CH:5][N:6]=[CH:7]2. The yield is 0.500. (4) The reactants are [CH2:1]([O:3][C:4]([Sn](CCCC)(CCCC)CCCC)=[CH2:5])[CH3:2].[NH2:19][C:20]1[N:41]=[C:40](Cl)[CH:39]=[CH:38][C:21]=1[C:22]([NH:24][CH2:25][C:26]1[S:27][C:28]([O:31][C:32]2[CH:37]=[CH:36][CH:35]=[CH:34][CH:33]=2)=[CH:29][CH:30]=1)=[O:23].C1(C)C(C)=CC=CC=1.O. The catalyst is C1C=CC([P]([Pd]([P](C2C=CC=CC=2)(C2C=CC=CC=2)C2C=CC=CC=2)([P](C2C=CC=CC=2)(C2C=CC=CC=2)C2C=CC=CC=2)[P](C2C=CC=CC=2)(C2C=CC=CC=2)C2C=CC=CC=2)(C2C=CC=CC=2)C2C=CC=CC=2)=CC=1.C(OCC)(=O)C. The product is [NH2:19][C:20]1[N:41]=[C:40]([C:4]([O:3][CH2:1][CH3:2])=[CH2:5])[CH:39]=[CH:38][C:21]=1[C:22]([NH:24][CH2:25][C:26]1[S:27][C:28]([O:31][C:32]2[CH:37]=[CH:36][CH:35]=[CH:34][CH:33]=2)=[CH:29][CH:30]=1)=[O:23]. The yield is 0.820. (5) The reactants are [H-].[Na+].C(OC([NH:10][C@H:11]1[CH2:16][CH2:15][C@@H:14]([CH2:17][OH:18])[CH2:13][CH2:12]1)=O)(C)(C)C.[CH2:19]1OCCOCCOCCOCCOC1.CI. The catalyst is C1COCC1. The product is [CH3:19][O:18][CH2:17][C@@H:14]1[CH2:13][CH2:12][C@H:11]([NH2:10])[CH2:16][CH2:15]1. The yield is 0.790.